This data is from Catalyst prediction with 721,799 reactions and 888 catalyst types from USPTO. The task is: Predict which catalyst facilitates the given reaction. (1) The catalyst class is: 31. Product: [N+:1]([C:4]1[CH:17]=[CH:16][C:7]([C:8]([O:10][CH2:11][C@:12]([OH:13])([CH3:15])[CH2:14][N:27]2[CH:26]=[C:25]([I:24])[CH:29]=[N:28]2)=[O:9])=[CH:6][CH:5]=1)([O-:3])=[O:2]. Reactant: [N+:1]([C:4]1[CH:17]=[CH:16][C:7]([C:8]([O:10][CH2:11][C@:12]2([CH3:15])[CH2:14][O:13]2)=[O:9])=[CH:6][CH:5]=1)([O-:3])=[O:2].C(=O)([O-])[O-].[Cs+].[Cs+].[I:24][C:25]1[CH:26]=[N:27][NH:28][CH:29]=1. (2) Reactant: CO[C:3]1[C:8](O)=[CH:7][CH:6]=[C:5](/[CH:10]=[CH:11]/[C:12]([CH2:14][C:15](/[CH:17]=[CH:18]/[C:19]2[CH:27]=[C:24](OC)[C:22](O)=[CH:21][CH:20]=2)=[O:16])=[O:13])[CH:4]=1. Product: [C:5]([C:22]1[CH:21]=[CH:20][C:19](/[CH:18]=[CH:17]/[C:15](=[O:16])/[CH:14]=[C:12](\[OH:13])/[CH:11]=[CH:10]/[C:5]2[CH:4]=[CH:3][C:8]([C:19]([CH3:27])([CH3:20])[CH3:18])=[CH:7][CH:6]=2)=[CH:27][CH:24]=1)([CH3:10])([CH3:6])[CH3:4]. The catalyst class is: 521. (3) Reactant: Br[C:2]1[CH:3]=[CH:4][C:5]2[N:9]=[CH:8][N:7]([CH3:10])[C:6]=2[CH:11]=1.[CH3:12][C:13]1([CH3:29])[C:17]([CH3:19])([CH3:18])[O:16][B:15]([B:15]2[O:16][C:17]([CH3:19])([CH3:18])[C:13]([CH3:29])([CH3:12])[O:14]2)[O:14]1.C([O-])(=O)C.[K+]. Product: [CH3:10][N:7]1[C:6]2[CH:11]=[C:2]([B:15]3[O:16][C:17]([CH3:19])([CH3:18])[C:13]([CH3:29])([CH3:12])[O:14]3)[CH:3]=[CH:4][C:5]=2[N:9]=[CH:8]1. The catalyst class is: 75. (4) Reactant: C([Li])CCC.[CH:6]([Si:9]([C:16]#[CH:17])([CH:13]([CH3:15])[CH3:14])[CH:10]([CH3:12])[CH3:11])([CH3:8])[CH3:7].CON(C)[C:21](=[O:30])[CH2:22][CH2:23][C:24]1[CH:29]=[CH:28][CH:27]=[CH:26][CH:25]=1. Product: [C:24]1([CH2:23][CH2:22][C:21](=[O:30])[C:17]#[C:16][Si:9]([CH:10]([CH3:11])[CH3:12])([CH:6]([CH3:8])[CH3:7])[CH:13]([CH3:15])[CH3:14])[CH:29]=[CH:28][CH:27]=[CH:26][CH:25]=1. The catalyst class is: 1. (5) Reactant: [N:1]1[CH:6]=[CH:5][C:4]([C:7]2[CH:16]=[CH:15][CH:14]=[C:13]3[C:8]=2[CH2:9][CH2:10][NH:11][CH2:12]3)=[CH:3][CH:2]=1. Product: [N:1]1[CH:6]=[CH:5][C:4]([C:7]2[CH:16]=[CH:15][CH:14]=[C:13]3[C:8]=2[CH2:9][CH2:10][N:11]=[CH:12]3)=[CH:3][CH:2]=1. The catalyst class is: 697.